From a dataset of NCI-60 drug combinations with 297,098 pairs across 59 cell lines. Regression. Given two drug SMILES strings and cell line genomic features, predict the synergy score measuring deviation from expected non-interaction effect. (1) Drug 1: C1=CC(=CC=C1CCCC(=O)O)N(CCCl)CCCl. Drug 2: C1=NC2=C(N=C(N=C2N1C3C(C(C(O3)CO)O)F)Cl)N. Cell line: SK-MEL-5. Synergy scores: CSS=52.6, Synergy_ZIP=-6.11, Synergy_Bliss=-3.33, Synergy_Loewe=-4.31, Synergy_HSA=-0.294. (2) Drug 1: CC(CN1CC(=O)NC(=O)C1)N2CC(=O)NC(=O)C2. Drug 2: COC1=C2C(=CC3=C1OC=C3)C=CC(=O)O2. Cell line: K-562. Synergy scores: CSS=17.6, Synergy_ZIP=-1.94, Synergy_Bliss=-1.50, Synergy_Loewe=-1.67, Synergy_HSA=-1.96. (3) Drug 1: C1=CC(=CC=C1CC(C(=O)O)N)N(CCCl)CCCl.Cl. Drug 2: CN(CCCl)CCCl.Cl. Cell line: SK-MEL-28. Synergy scores: CSS=-2.26, Synergy_ZIP=2.03, Synergy_Bliss=7.12, Synergy_Loewe=-0.540, Synergy_HSA=0.547. (4) Drug 1: COC1=C(C=C2C(=C1)N=CN=C2NC3=CC(=C(C=C3)F)Cl)OCCCN4CCOCC4. Drug 2: C1=NC(=NC(=O)N1C2C(C(C(O2)CO)O)O)N. Cell line: T-47D. Synergy scores: CSS=21.9, Synergy_ZIP=1.42, Synergy_Bliss=5.67, Synergy_Loewe=3.26, Synergy_HSA=3.63. (5) Drug 1: CC1=CC2C(CCC3(C2CCC3(C(=O)C)OC(=O)C)C)C4(C1=CC(=O)CC4)C. Drug 2: CC1=C(C(=O)C2=C(C1=O)N3CC4C(C3(C2COC(=O)N)OC)N4)N. Cell line: SK-OV-3. Synergy scores: CSS=10.7, Synergy_ZIP=-3.81, Synergy_Bliss=2.91, Synergy_Loewe=-2.87, Synergy_HSA=2.51.